Dataset: Full USPTO retrosynthesis dataset with 1.9M reactions from patents (1976-2016). Task: Predict the reactants needed to synthesize the given product. (1) Given the product [C:22]([C:21]1[NH:20][C:17]2[C:16]([CH:27]=1)=[CH:15][C:14]([O:13][CH3:12])=[CH:19][CH:18]=2)([CH3:25])([CH3:24])[CH3:23], predict the reactants needed to synthesize it. The reactants are: [Li]CCCC.CCCCCC.[CH3:12][O:13][C:14]1[CH:19]=[CH:18][C:17]([NH:20][C:21](=O)[C:22]([CH3:25])([CH3:24])[CH3:23])=[C:16]([CH3:27])[CH:15]=1.Cl. (2) Given the product [NH2:7][C:8]1[N:13]2[N:14]=[C:15]([C:17]3[O:18][CH:19]=[CH:20][CH:21]=3)[N:16]=[C:12]2[CH:11]=[C:10]([C:22]#[C:23][C:24]2([OH:29])[CH2:25][CH2:26][CH2:27][CH2:28]2)[N:9]=1, predict the reactants needed to synthesize it. The reactants are: COC1C=C(C=CC=1OC)C[NH:7][C:8]1[N:13]2[N:14]=[C:15]([C:17]3[O:18][CH:19]=[CH:20][CH:21]=3)[N:16]=[C:12]2[CH:11]=[C:10]([C:22]#[C:23][C:24]2([OH:29])[CH2:28][CH2:27][CH2:26][CH2:25]2)[N:9]=1.O.C(C1C(=O)C(Cl)=C(Cl)C(=O)C=1C#N)#N. (3) Given the product [OH:2][C:3]1[C:8]([CH3:9])=[CH:7][C:6]([CH2:10][C:11]#[N:12])=[C:5]([CH3:13])[CH:4]=1, predict the reactants needed to synthesize it. The reactants are: C[O:2][C:3]1[C:8]([CH3:9])=[CH:7][C:6]([CH2:10][C:11]#[N:12])=[C:5]([CH3:13])[CH:4]=1.B(Br)(Br)Br. (4) Given the product [CH2:21]([N:4]([CH2:3][C:2]([F:17])([F:18])[F:1])[C:5]1[C:14]2[C:9](=[CH:10][CH:11]=[CH:12][CH:13]=2)[C:8]([C:15]#[N:16])=[CH:7][CH:6]=1)[CH:20]=[CH2:19], predict the reactants needed to synthesize it. The reactants are: [F:1][C:2]([F:18])([F:17])[CH2:3][NH:4][C:5]1[C:14]2[C:9](=[CH:10][CH:11]=[CH:12][CH:13]=2)[C:8]([C:15]#[N:16])=[CH:7][CH:6]=1.[CH2:19](Br)[CH:20]=[CH2:21]. (5) Given the product [Cl:1][C:2]1[C:7]2[N:8]([CH2:18][CH2:19][CH3:20])[C:9]([C:11]3[CH:16]=[CH:15][C:14]([NH:29][C:26]4[CH:27]=[CH:28][C:23]([O:22][CH3:21])=[CH:24][CH:25]=4)=[N:13][CH:12]=3)=[N:10][C:6]=2[CH:5]=[CH:4][CH:3]=1, predict the reactants needed to synthesize it. The reactants are: [Cl:1][C:2]1[C:7]2[N:8]([CH2:18][CH2:19][CH3:20])[C:9]([C:11]3[CH:12]=[N:13][C:14](Cl)=[CH:15][CH:16]=3)=[N:10][C:6]=2[CH:5]=[CH:4][CH:3]=1.[CH3:21][O:22][C:23]1[CH:28]=[CH:27][C:26]([NH2:29])=[CH:25][CH:24]=1.C([O-])([O-])=O.[K+].[K+]. (6) Given the product [Br:1][C:2]1[CH:3]=[C:4]2[C:9](=[CH:10][CH:11]=1)[N:8]=[CH:7][C:6]([C:12]([CH:14]1[CH2:16][CH2:15]1)=[O:13])=[C:5]2[NH:18][C:19]1[CH:24]=[CH:23][C:22]([C:25]([NH:28][C:29](=[O:35])[O:30][C:31]([CH3:34])([CH3:33])[CH3:32])([CH3:27])[CH3:26])=[CH:21][CH:20]=1, predict the reactants needed to synthesize it. The reactants are: [Br:1][C:2]1[CH:3]=[C:4]2[C:9](=[CH:10][CH:11]=1)[N:8]=[CH:7][C:6]([C:12]([CH:14]1[CH2:16][CH2:15]1)=[O:13])=[C:5]2Cl.[NH2:18][C:19]1[CH:24]=[CH:23][C:22]([C:25]([NH:28][C:29](=[O:35])[O:30][C:31]([CH3:34])([CH3:33])[CH3:32])([CH3:27])[CH3:26])=[CH:21][CH:20]=1. (7) Given the product [CH3:12][NH:13][C:14](=[O:15])[O:1][C:2]1[CH:3]=[CH:4][C:5]2[O:9][CH2:8][C:7](=[O:10])[C:6]=2[CH:11]=1, predict the reactants needed to synthesize it. The reactants are: [OH:1][C:2]1[CH:3]=[CH:4][C:5]2[O:9][CH2:8][C:7](=[O:10])[C:6]=2[CH:11]=1.[CH3:12][N:13]=[C:14]=[O:15].C(N(CC)CC)C.